From a dataset of Full USPTO retrosynthesis dataset with 1.9M reactions from patents (1976-2016). Predict the reactants needed to synthesize the given product. (1) Given the product [CH:32]1([C:35]2[S:39][C:38]([NH:40][C:41](=[O:42])[NH:1][C@@H:2]3[CH2:7][CH2:6][CH2:5][N:4]([C:8]4[CH:16]=[CH:15][C:11]([C:12]([NH2:14])=[O:13])=[C:10]([NH:17][C:18]5[CH:19]=[CH:20][C:21]([C:24]([N:26]6[CH2:31][CH2:30][O:29][CH2:28][CH2:27]6)=[O:25])=[CH:22][CH:23]=5)[N:9]=4)[CH2:3]3)=[N:37][N:36]=2)[CH2:34][CH2:33]1, predict the reactants needed to synthesize it. The reactants are: [NH2:1][C@@H:2]1[CH2:7][CH2:6][CH2:5][N:4]([C:8]2[CH:16]=[CH:15][C:11]([C:12]([NH2:14])=[O:13])=[C:10]([NH:17][C:18]3[CH:23]=[CH:22][C:21]([C:24]([N:26]4[CH2:31][CH2:30][O:29][CH2:28][CH2:27]4)=[O:25])=[CH:20][CH:19]=3)[N:9]=2)[CH2:3]1.[CH:32]1([C:35]2[S:39][C:38]([NH:40][C:41](=O)[O:42]C3C=CC=CC=3)=[N:37][N:36]=2)[CH2:34][CH2:33]1.CCN(CC)CC. (2) Given the product [C:17]1(/[C:10](/[C:8]#[C:7][C:1]2[CH:6]=[CH:5][CH:4]=[CH:3][CH:2]=2)=[CH:11]/[C:12]([O:14][CH2:15][CH3:16])=[O:13])[CH:22]=[CH:21][CH:20]=[CH:19][CH:18]=1, predict the reactants needed to synthesize it. The reactants are: [C:1]1([C:7]#[CH:8])[CH:6]=[CH:5][CH:4]=[CH:3][CH:2]=1.I/[C:10](/[C:17]1[CH:22]=[CH:21][CH:20]=[CH:19][CH:18]=1)=[CH:11]\[C:12]([O:14][CH2:15][CH3:16])=[O:13]. (3) Given the product [CH3:26][O:27][CH2:28][CH2:29][O:1][C:2]1[CH:7]=[C:6]([N+:8]([O-:10])=[O:9])[CH:5]=[CH:4][C:3]=1[NH:11][C:12](=[O:14])[CH3:13], predict the reactants needed to synthesize it. The reactants are: [OH:1][C:2]1[CH:7]=[C:6]([N+:8]([O-:10])=[O:9])[CH:5]=[CH:4][C:3]=1[NH:11][C:12](=[O:14])[CH3:13].C(=O)([O-])[O-].[K+].[K+].CN(C)C=O.[CH3:26][O:27][CH2:28][CH2:29]Br. (4) Given the product [F:26][C:2]([F:25])([F:1])[C@H:3]([N:12]1[CH2:16][CH2:15][C@H:14]([NH:17][C:18](=[O:24])[O:19][C:20]([CH3:22])([CH3:23])[CH3:21])[CH2:13]1)[C:4]1[CH:9]=[CH:8][C:7]2[N:6]([C:44]([C:33]3[CH:32]=[CH:31][C:30]4[C:35](=[C:36]([O:38][C@H:39]([CH3:43])[CH2:40][O:41][CH3:42])[CH:37]=[C:28]([F:27])[CH:29]=4)[N:34]=3)=[N:11][N:10]=2)[CH:5]=1, predict the reactants needed to synthesize it. The reactants are: [F:1][C:2]([F:26])([F:25])[C@H:3]([N:12]1[CH2:16][CH2:15][C@H:14]([NH:17][C:18](=[O:24])[O:19][C:20]([CH3:23])([CH3:22])[CH3:21])[CH2:13]1)[C:4]1[CH:5]=[N:6][C:7]([NH:10][NH2:11])=[CH:8][CH:9]=1.[F:27][C:28]1[CH:29]=[C:30]2[C:35](=[C:36]([O:38][C@H:39]([CH3:43])[CH2:40][O:41][CH3:42])[CH:37]=1)[N:34]=[C:33]([CH:44]=O)[CH:32]=[CH:31]2.C(O)C.C(O)(=O)C.C(O)(=O)C.I(C1C=CC=CC=1)=O.C(=O)(O)[O-].[Na+]. (5) Given the product [Cl:25][C:22]1[CH:23]=[CH:24][C:19]([O:1][C@H:2]2[CH2:17][N:5]3[CH2:6][CH2:7][N:8]([C:10]([O:12][C:13]([CH3:14])([CH3:16])[CH3:15])=[O:11])[CH2:9][C@@H:4]3[CH2:3]2)=[N:20][CH:21]=1, predict the reactants needed to synthesize it. The reactants are: [OH:1][C@H:2]1[CH2:17][N:5]2[CH2:6][CH2:7][N:8]([C:10]([O:12][C:13]([CH3:16])([CH3:15])[CH3:14])=[O:11])[CH2:9][C@@H:4]2[CH2:3]1.Cl[C:19]1[CH:24]=[CH:23][C:22]([Cl:25])=[CH:21][N:20]=1.CC(C)([O-])C.[K+].